This data is from Full USPTO retrosynthesis dataset with 1.9M reactions from patents (1976-2016). The task is: Predict the reactants needed to synthesize the given product. The reactants are: CO[C:3]([C:5]1([CH2:11][CH2:12][NH:13][C:14]2[C:15]([CH3:31])=[N:16][C:17]([N:20]3[CH2:24][CH2:23][C@@H:22]([N:25]4[CH2:29][CH2:28][CH2:27][C@@H:26]4[CH3:30])[CH2:21]3)=[CH:18][CH:19]=2)[CH2:10][CH2:9][CH2:8][CH2:7][CH2:6]1)=[O:4]. Given the product [CH3:31][C:15]1[C:14]([N:13]2[CH2:12][CH2:11][C:5]3([CH2:10][CH2:9][CH2:8][CH2:7][CH2:6]3)[C:3]2=[O:4])=[CH:19][CH:18]=[C:17]([N:20]2[CH2:24][CH2:23][C@@H:22]([N:25]3[CH2:29][CH2:28][CH2:27][C@@H:26]3[CH3:30])[CH2:21]2)[N:16]=1.[NH3:13], predict the reactants needed to synthesize it.